From a dataset of Catalyst prediction with 721,799 reactions and 888 catalyst types from USPTO. Predict which catalyst facilitates the given reaction. (1) Reactant: Cl.[NH2:2][C:3]1[N:8]=[CH:7][N:6]=[C:5]2[N:9]([CH:20]([C:22]3[O:23][C:24](=[O:45])[C:25]4[C:30]([C:31]=3[C:32]3[CH2:33][N:34](CC5C=CC=CC=5)[CH2:35][CH2:36][CH:37]=3)=[CH:29][CH:28]=[CH:27][CH:26]=4)[CH3:21])[N:10]=[C:11]([C:12]3[CH:17]=[C:16]([OH:18])[CH:15]=[C:14]([F:19])[CH:13]=3)[C:4]=12.CCN(C(C)C)C(C)C.C(Cl)(=O)OC(Cl)C. Product: [CH:24]([OH:45])=[O:23].[NH2:2][C:3]1[N:8]=[CH:7][N:6]=[C:5]2[N:9]([CH:20]([C:22]3[O:23][C:24](=[O:45])[C:25]4[C:30]([C:31]=3[C:32]3[CH2:33][NH:34][CH2:35][CH2:36][CH:37]=3)=[CH:29][CH:28]=[CH:27][CH:26]=4)[CH3:21])[N:10]=[C:11]([C:12]3[CH:17]=[C:16]([OH:18])[CH:15]=[C:14]([F:19])[CH:13]=3)[C:4]=12. The catalyst class is: 2. (2) Reactant: [Br:1][C:2]1[C:3]([NH2:9])=[C:4]([NH2:8])[CH:5]=[CH:6][CH:7]=1.[Se:10](=O)=O. Product: [Br:1][C:2]1[C:3]2[C:4](=[N:8][Se:10][N:9]=2)[CH:5]=[CH:6][CH:7]=1. The catalyst class is: 40. (3) Reactant: [C:1]([O:5][C:6]([N:8]1[CH2:12][C@@H:11]([F:13])[CH2:10][C@H:9]1[C:14]([OH:16])=O)=[O:7])([CH3:4])([CH3:3])[CH3:2].O.O[N:19]1C2C=CC=CC=2N=N1.Cl.CNC(NC)CCN=C=NCC.N. Product: [NH2:19][C:14]([C@@H:9]1[CH2:10][C@H:11]([F:13])[CH2:12][N:8]1[C:6]([O:5][C:1]([CH3:4])([CH3:3])[CH3:2])=[O:7])=[O:16]. The catalyst class is: 10. (4) Reactant: S(Cl)([Cl:3])=O.[F:5][C:6]([F:17])([F:16])[CH:7]([C:9]1[CH:14]=[CH:13][CH:12]=[CH:11][C:10]=1[OH:15])O.N1C=CC=CC=1. Product: [Cl:3][CH:7]([C:9]1[CH:14]=[CH:13][CH:12]=[CH:11][C:10]=1[OH:15])[C:6]([F:17])([F:16])[F:5]. The catalyst class is: 11.